Dataset: Full USPTO retrosynthesis dataset with 1.9M reactions from patents (1976-2016). Task: Predict the reactants needed to synthesize the given product. (1) Given the product [CH3:29][O:28][C:25]1[CH:24]=[CH:23][C:22]([CH2:21][N:20]([CH2:30][C:31]2[CH:36]=[CH:35][C:34]([O:37][CH3:38])=[CH:33][CH:32]=2)[C:15]2[N:16]=[C:17]([CH3:19])[N:18]=[C:13]([C:8]3[C:9]([NH:48][C:42]4[CH:43]=[N:44][C:45]([O:46][CH3:47])=[C:40]([F:39])[CH:41]=4)=[N:10][CH:11]=[C:6]([CH:7]=3)[CH:2]=[O:1])[N:14]=2)=[CH:27][CH:26]=1, predict the reactants needed to synthesize it. The reactants are: [O:1]1CCO[CH:2]1[C:6]1[CH:7]=[C:8]([C:13]2[N:18]=[C:17]([CH3:19])[N:16]=[C:15]([N:20]([CH2:30][C:31]3[CH:36]=[CH:35][C:34]([O:37][CH3:38])=[CH:33][CH:32]=3)[CH2:21][C:22]3[CH:27]=[CH:26][C:25]([O:28][CH3:29])=[CH:24][CH:23]=3)[N:14]=2)[C:9](F)=[N:10][CH:11]=1.[F:39][C:40]1[CH:41]=[C:42]([NH2:48])[CH:43]=[N:44][C:45]=1[O:46][CH3:47].C[Si]([N-][Si](C)(C)C)(C)C.[Li+].Cl. (2) The reactants are: [Cl:1][C:2]1[CH:30]=[CH:29][CH:28]=[CH:27][C:3]=1[CH2:4][N:5]1[C:9](=[O:10])[CH2:8][CH2:7][C@@H:6]1[C:11]([NH:13][CH:14]([CH2:20][C:21]1[CH:26]=[CH:25][CH:24]=[CH:23][CH:22]=1)[CH:15]([OH:19])[C:16](O)=[O:17])=[O:12].[CH3:31][O:32][NH2:33]. Given the product [Cl:1][C:2]1[CH:30]=[CH:29][CH:28]=[CH:27][C:3]=1[CH2:4][N:5]1[C:9](=[O:10])[CH2:8][CH2:7][C@@H:6]1[C:11]([NH:13][CH:14]([CH:15]([OH:19])[C:16]([NH:33][O:32][CH3:31])=[O:17])[CH2:20][C:21]1[CH:22]=[CH:23][CH:24]=[CH:25][CH:26]=1)=[O:12], predict the reactants needed to synthesize it. (3) Given the product [C:1]([C:4]1[C:8]([CH3:9])=[C:7]([C:10]2[CH:15]=[CH:14][N:13]=[CH:12][CH:11]=2)[NH:6][C:5]=1[CH3:24])(=[O:3])[CH3:2], predict the reactants needed to synthesize it. The reactants are: [C:1]([C:4]1[C:8]([CH3:9])=[C:7]([C:10]2[CH:15]=[CH:14][N:13]=[CH:12][CH:11]=2)[N:6](COCC[Si](C)(C)C)[C:5]=1[CH3:24])(=[O:3])[CH3:2].Cl.C([O-])(O)=O.[Na+]. (4) Given the product [C:10]1([C:24]2[CH:25]=[CH:26][CH:27]=[CH:28][CH:29]=2)[CH:11]=[CH:12][C:13]([NH:16][C:17]([C:18]2([C:19]([N:65]3[CH2:64][CH2:63][N:62]([C:60](=[O:61])[C:55]4[CH:56]=[CH:57][CH:58]=[CH:59][C:54]=4[Br:53])[CH2:67][CH2:66]3)=[O:21])[CH2:2][CH2:1]2)=[O:22])=[CH:14][CH:15]=1, predict the reactants needed to synthesize it. The reactants are: [CH3:1][CH2:2]N(C(C)C)C(C)C.[C:10]1([C:24]2[CH:29]=[CH:28][CH:27]=[CH:26][CH:25]=2)[CH:15]=[CH:14][C:13]([N:16](C)[C:17](=[O:22])[CH2:18][C:19]([OH:21])=O)=[CH:12][CH:11]=1.C1C=CC2N(O)N=NC=2C=1.CCN=C=NCCCN(C)C.Cl.Cl.[Br:53][C:54]1[CH:59]=[CH:58][CH:57]=[CH:56][C:55]=1[C:60]([N:62]1[CH2:67][CH2:66][NH:65][CH2:64][CH2:63]1)=[O:61]. (5) The reactants are: [N-:1]=[N+:2]=[N-:3].[Na+].[O-]S([O-])(=O)=O.[Mg+2].[CH2:11]([C@H:14]1[O:16][C@@H:15]1[C:17]([OH:19])=[O:18])[CH2:12][CH3:13].[OH-].[Na+].Cl. Given the product [N:1]([C@@H:14]([CH2:11][CH2:12][CH3:13])[C@H:15]([OH:16])[C:17]([OH:19])=[O:18])=[N+:2]=[N-:3], predict the reactants needed to synthesize it. (6) Given the product [CH3:38][O:37][C:29]1[C:30]([O:35][CH3:36])=[CH:31][C:32]([CH:33]([C:2]2[CH:3]=[C:4]([O:12][CH3:13])[C:5]([O:10][CH3:11])=[C:6]([O:8][CH3:9])[CH:7]=2)[OH:34])=[C:27]([N+:24]([O-:26])=[O:25])[CH:28]=1, predict the reactants needed to synthesize it. The reactants are: I[C:2]1[CH:3]=[C:4]([O:12][CH3:13])[C:5]([O:10][CH3:11])=[C:6]([O:8][CH3:9])[CH:7]=1.[Li]C(C)(C)C.CCCCC.[N+:24]([C:27]1[C:32]([CH:33]=[O:34])=[CH:31][C:30]([O:35][CH3:36])=[C:29]([O:37][CH3:38])[CH:28]=1)([O-:26])=[O:25].